This data is from Full USPTO retrosynthesis dataset with 1.9M reactions from patents (1976-2016). The task is: Predict the reactants needed to synthesize the given product. Given the product [ClH:38].[CH:1]1([O:6][CH2:7][CH2:8][O:9][C:10]2[CH:11]=[CH:12][C:13]([O:14][CH2:15][CH:16]([OH:35])[CH2:17][NH:18][CH2:19][CH2:20][NH:21][C:22](=[O:34])[NH:23][C:24]3[CH:25]=[CH:26][C:27]([C:28]([OH:30])=[O:29])=[CH:32][CH:33]=3)=[CH:36][CH:37]=2)[CH2:2][CH2:3][CH2:4][CH2:5]1, predict the reactants needed to synthesize it. The reactants are: [CH:1]1([O:6][CH2:7][CH2:8][O:9][C:10]2[CH:37]=[CH:36][C:13]([O:14][CH2:15][CH:16]([OH:35])[CH2:17][NH:18][CH2:19][CH2:20][NH:21][C:22](=[O:34])[NH:23][C:24]3[CH:33]=[CH:32][C:27]([C:28]([O:30]C)=[O:29])=[CH:26][CH:25]=3)=[CH:12][CH:11]=2)[CH2:5][CH2:4][CH2:3][CH2:2]1.[ClH:38].